This data is from Full USPTO retrosynthesis dataset with 1.9M reactions from patents (1976-2016). The task is: Predict the reactants needed to synthesize the given product. (1) Given the product [CH2:1]([N:3]([CH2:29][C:30]1[CH:35]=[CH:34][C:33]([O:36][CH2:40][CH2:41][N:43]2[C:48]([CH3:50])([CH3:49])[CH2:47][CH2:46][CH2:45][C:44]2([CH3:52])[CH3:51])=[C:32]([F:37])[CH:31]=1)[C:4]1[CH:9]=[C:8]([O:10][CH3:11])[CH:7]=[CH:6][C:5]=1[CH:12]1[CH2:21][CH2:20][C:19]2[CH:18]=[C:17]([OH:22])[CH:16]=[CH:15][C:14]=2[CH2:13]1)[CH3:2], predict the reactants needed to synthesize it. The reactants are: [CH2:1]([N:3]([C:29](=O)[C:30]1[CH:35]=[CH:34][C:33]([OH:36])=[C:32]([F:37])[CH:31]=1)[C:4]1[CH:9]=[C:8]([O:10][CH3:11])[CH:7]=[CH:6][C:5]=1[CH:12]1[CH2:21][CH2:20][C:19]2[CH:18]=[C:17]([O:22]C(=O)C(C)(C)C)[CH:16]=[CH:15][C:14]=2[CH2:13]1)[CH3:2].Br[CH2:40][C:41]([N:43]1[C:48]([CH3:50])([CH3:49])[CH2:47][CH2:46][CH2:45][C:44]1([CH3:52])[CH3:51])=O. (2) Given the product [N+:1]([C:4]1[CH:8]=[N:7][N:6]2[C:14]([C:16]3[CH:17]=[C:18]([N:22]([CH2:29][C:30]#[CH:31])[S:23]([CH:26]([CH3:27])[CH3:28])(=[O:25])=[O:24])[CH:19]=[CH:20][CH:21]=3)=[CH:13][CH:12]=[N:9][C:5]=12)([O-:3])=[O:2], predict the reactants needed to synthesize it. The reactants are: [N+:1]([C:4]1[CH:8]=[N:7][NH:6][C:5]=1[NH2:9])([O-:3])=[O:2].CN(C)[CH:12]=[CH:13][C:14]([C:16]1[CH:17]=[C:18]([N:22]([CH2:29][C:30]#[CH:31])[S:23]([CH:26]([CH3:28])[CH3:27])(=[O:25])=[O:24])[CH:19]=[CH:20][CH:21]=1)=O.C(OCC)(=O)C. (3) Given the product [F:21][C:12]1[CH:11]=[C:10]2[C:15](=[N:14][C:13]=1[C:16]1[O:17][CH:18]=[CH:19][CH:20]=1)[NH:6][CH:7]=[C:8]([C:23]([OH:25])=[O:24])[C:9]2=[O:22], predict the reactants needed to synthesize it. The reactants are: COC1C=C(OC)C=CC=1C[N:6]1[C:15]2[C:10](=[CH:11][C:12]([F:21])=[C:13]([C:16]3[O:17][CH:18]=[CH:19][CH:20]=3)[N:14]=2)[C:9](=[O:22])[C:8]([C:23]([OH:25])=[O:24])=[CH:7]1. (4) Given the product [Br:9][C:10]1[S:14][C:13]([NH:15][C:16](=[O:17])[C:18]([F:21])([F:20])[F:19])=[N:12][CH:11]=1, predict the reactants needed to synthesize it. The reactants are: CCN(CC)CC.Br.[Br:9][C:10]1[S:14][C:13]([NH2:15])=[N:12][CH:11]=1.[C:16](O[C:16]([C:18]([F:21])([F:20])[F:19])=[O:17])([C:18]([F:21])([F:20])[F:19])=[O:17].O. (5) Given the product [OH:1][C@@:2]1([C:9]#[C:10][C:11]2[CH:12]=[C:13]([C:17]3[CH:22]=[C:21]([C:23]4[N:27]([CH3:28])[N:26]=[CH:25][CH:24]=4)[N:20]=[C:19]([C:29]([NH2:33])=[O:31])[N:18]=3)[CH:14]=[CH:15][CH:16]=2)[CH2:6][CH2:5][N:4]([CH3:7])[C:3]1=[O:8], predict the reactants needed to synthesize it. The reactants are: [OH:1][C@@:2]1([C:9]#[C:10][C:11]2[CH:12]=[C:13]([C:17]3[CH:22]=[C:21]([C:23]4[N:27]([CH3:28])[N:26]=[CH:25][CH:24]=4)[N:20]=[C:19]([C:29]([O:31]C)=O)[N:18]=3)[CH:14]=[CH:15][CH:16]=2)[CH2:6][CH2:5][N:4]([CH3:7])[C:3]1=[O:8].[NH3:33]. (6) The reactants are: I[C:2]1[CH:7]=[N:6][C:5]([N:8]([C:16]([O:18][C:19]([CH3:22])([CH3:21])[CH3:20])=[O:17])[C:9]([O:11][C:12]([CH3:15])([CH3:14])[CH3:13])=[O:10])=[C:4]2[O:23][CH:24]=[CH:25][C:3]=12.[Si:26]([O:33][C@H:34]1[CH2:39][CH2:38][C@H:37]([N:40]2[CH:44]=[C:43](B(O)O)[CH:42]=[N:41]2)[CH2:36][CH2:35]1)([C:29]([CH3:32])([CH3:31])[CH3:30])([CH3:28])[CH3:27].C(=O)([O-])[O-].[K+].[K+]. Given the product [Si:26]([O:33][C@H:34]1[CH2:39][CH2:38][C@H:37]([N:40]2[CH:44]=[C:43]([C:2]3[CH:7]=[N:6][C:5]([N:8]([C:16]([O:18][C:19]([CH3:21])([CH3:20])[CH3:22])=[O:17])[C:9]([O:11][C:12]([CH3:13])([CH3:14])[CH3:15])=[O:10])=[C:4]4[O:23][CH:24]=[CH:25][C:3]=34)[CH:42]=[N:41]2)[CH2:36][CH2:35]1)([C:29]([CH3:32])([CH3:30])[CH3:31])([CH3:28])[CH3:27], predict the reactants needed to synthesize it. (7) Given the product [CH2:29]([O:28][P:26]([CH2:31][C:32]([N:21]1[CH2:20][CH2:19][C:18]2[C:11]3[C:10]([NH:9][C:4]4[CH:5]=[CH:6][C:7]([F:8])=[C:2]([Cl:1])[CH:3]=4)=[N:15][CH:14]=[N:13][C:12]=3[S:16][C:17]=2[CH2:22]1)=[O:33])(=[O:27])[O:25][CH2:23][CH3:24])[CH3:30], predict the reactants needed to synthesize it. The reactants are: [Cl:1][C:2]1[CH:3]=[C:4]([NH:9][C:10]2[C:11]3[C:18]4[CH2:19][CH2:20][NH:21][CH2:22][C:17]=4[S:16][C:12]=3[N:13]=[CH:14][N:15]=2)[CH:5]=[CH:6][C:7]=1[F:8].[CH2:23]([O:25][P:26]([CH2:31][C:32](O)=[O:33])([O:28][CH2:29][CH3:30])=[O:27])[CH3:24].CCN(C(C)C)C(C)C.CN(C(ON1N=NC2C=CC=CC1=2)=[N+](C)C)C.[B-](F)(F)(F)F.